This data is from Experimentally validated miRNA-target interactions with 360,000+ pairs, plus equal number of negative samples. The task is: Binary Classification. Given a miRNA mature sequence and a target amino acid sequence, predict their likelihood of interaction. (1) The miRNA is mmu-miR-124-3p with sequence UAAGGCACGCGGUGAAUGCC. The protein sequence of the target gene is MAFPRVRLVVTADDFGYCPRRDEGIVEAFLAGTVTSVSLLVNGTAAESAAELARRHSIPTGLHANLSEGRPVGPARHNASSLLSPEGFFLGKMGFREALAAGDVALPQVREELEAQLSRFRELLGRSPTHVDGHQHVHVLPGVCQVFAEALQAYGVRFTRLPAERGVGSCAWLEAPARAFACTVERDARAAIGPFSRHGLRWTDAFVGLSTCGRHMSAHRVLGSLARALEDIPAGHALTAELMAHPGYPSVPPAGGCGEGPDAFSCSWERLHELHVLTAPTLRAWLAQNGVQLCAIDDLD.... Result: 1 (interaction). (2) The miRNA is hsa-miR-1343-5p with sequence UGGGGAGCGGCCCCCGGGUGGG. The protein sequence of the target gene is MSIETLLEAARFLEWQAQQQQRAREEQERLRLEQEREQEQKKANSLARLAHTLPVEEPRMEAPPLPLSPPAPPPAPPPPLATPAPLTVIPIPVVTNSPQPLPPPPPLPAAAQPLPLAPRQPALVGAPGLSIKEPAPLPSRPQVPTPAPLLPDSKATIPPNGSPKPLQPLPTPVLTIAPHPGVQPQLAPQQPPPPTLGTLKLAPAEEVKSSEQKKRPGGIGTREVHNKLEKNRRAHLKECFETLKRNIPNVDDKKTSNLSVLRTALRYIQSLKRKEKEYEHEMERLAREKIATQQRLAELK.... Result: 1 (interaction). (3) The miRNA is hsa-miR-5092 with sequence AAUCCACGCUGAGCUUGGCAUC. The protein sequence of the target gene is METSALKQQEQPAATKIRNLPWVEKYRPQTLNDLISHQDILSTIQKFINEDRLPHLLLYGPPGTGKTSTILACAKQLYKDKEFGSMVLELNASDDRGIDIIRGPILSFASTRTIFKKGFKLVILDEADAMTQDAQNALRRVIEKFTENTRFCLICNYLSKIIPALQSRCTRFRFGPLTPELMVPRLEHVVEEEKVDISEDGMKALVTLSSGDMRRALNILQSTNMAFGKVTEETVYTCTGHPLKSDIANILDWMLNQDFTTAYRNITELKTLKGLALHDILTEIHLFVHRVDFPSSVRIH.... Result: 0 (no interaction). (4) The miRNA is mmu-let-7b-5p with sequence UGAGGUAGUAGGUUGUGUGGUU. The protein sequence of the target gene is MWPQPYLPPHPMMLEESRQNKLAAAKKKLKEYQQRKSPGIPAGAKTKKKKTDSSPETTTSGGGHSPGDSQYQELAVALESSSVTINQLNENIESLKQQKKQVEHQLEEAKKTNNEIHKAQMEQLETINILTLEKADLKTTLYHTKRAARHFEEESKDLAGRLQYSLQRIQELERALSAVSTQQQEEDRSSSCREAVLQRRLQQTIKERALLNAHVTQVTESLKQVQLERDEYAKHIKGERARWQERMWKMSVEARTLKEEKKRDIHRIQELERSLSELKNQMAEPPSLAPPAVTSVVEQL.... Result: 0 (no interaction). (5) The miRNA is hsa-miR-892c-5p with sequence UAUUCAGAAAGGUGCCAGUCA. The protein sequence of the target gene is MKMSIRIPPRLLELAGRSLLRDQALAVSTLEELPTELFPPLFMEAFSRRRCEALKLMVQAWPFRRLPLRPLIKMPCLEAFQAVLDGLDALLTQGVRPRRWKLQVLDLQDVCENFWMVWSEAMAHGCFLNAKRNKKPVQDCPRMRGRQPLTVFVELWLKNRTLDEYLTCLLLWVKQRRDLLHLCCKKLKILGMPFRNIRSILKMVNLDCIQEVEVNCKWILPILTQFTPYLGHLRNLQKLVLSHMDVSRYVSPEQKKEIVTQFTTQFLKLRCLQKLYMNSVSFLEGHLDQLLSCLKTSLKV.... Result: 1 (interaction). (6) The miRNA is hsa-miR-708-3p with sequence CAACUAGACUGUGAGCUUCUAG. The protein sequence of the target gene is MAAAVAAAAAMRSRILQVSSKVNATWYPASSFSSSSVPTVKLFIDGKFVESKSDKWIDIHNPATNEVVGRVPQSTKAEMDAAVESCKRAFPAWADTSILSRQQVLLRYQQLIKENLKEIARLITLEQGKTLADAEGDVFRGLQVVEHACSVTSLMLGETMPSITKDMDLYSYRLPLGVCAGIAPFNFPAMIPLWMFPMAMVCGNTFLMKPSERVPGATMLLAKLLQDSGAPDGTLNIIHGQHDAVNFICDHPDIKAISFVGSNQAGEYIFERGSRNGKRVQANMGAKNHGVVMPDANKEN.... Result: 0 (no interaction). (7) The miRNA is hsa-miR-22-3p with sequence AAGCUGCCAGUUGAAGAACUGU. The protein sequence of the target gene is MCCEKWNHVAEMLLFIEDREEEYKILCLCSRAFVEDRKLYNLGLKGYYVKSSGNNAGDQGTEEEEDGHSNGTAESHSPNESDLDSEAKLMRSMGLPIQFGRMSSHENFEMSMNARNKAKVKQKRRKHQKRYLDEMVRESWRNDYEEDDLVVSDDPSSVEHCENNRTCEIQSKAGSEVENLPVENTLAPKLEVPENWEKYWNEYGEGLLWQSWQEKYPDQTLSSEPWNLPDTKEEWEQHYSQLYWYYLEQFQYWEAQGWTFTASQNCDKDVYTSHTEVDQNAESSLKADVMTFSSSPNIVE.... Result: 0 (no interaction). (8) The miRNA is rno-miR-98-5p with sequence UGAGGUAGUAAGUUGUAUUGUU. The protein sequence of the target gene is MDSSRARQQLRRRFLLLPDAEAQLDREGDAGPETSTAVEKKEKPLPRLNIHSGFWILASIVVTYYVDFFKTLKENFHTSSWFLCGSALLLVSLSIAFYCIVYLEWYCGIGEYDVKYPALIPITTASFIAAGICFNIALWHVWSFFTPLLLFTQFMGVVMFITLLG. Result: 0 (no interaction).